This data is from Reaction yield outcomes from USPTO patents with 853,638 reactions. The task is: Predict the reaction yield, written as a fraction of the theoretical maximum amount of product (1.0 means a 100% yield; for example, 0.34 means a 34% yield). (1) The reactants are Br[C:2]1[CH:7]=[C:6]([O:8]C)[CH:5]=[CH:4][C:3]=1[NH:10][C:11](=[S:20])[C:12]1[CH:17]=[CH:16][C:15]([O:18]C)=[CH:14][CH:13]=1.BrC1[C:27]2[N:28]=C(C3C=CC(OC)=CC=3)SC=2C=C(OC)C=1.C(O)C.[OH-].[Na+]. The catalyst is O.[Fe-3](C#N)(C#N)(C#N)(C#N)(C#N)C#N.[K+].[K+].[K+]. The product is [C:27]([C:4]1[C:3]2[N:10]=[C:11]([C:12]3[CH:17]=[CH:16][C:15]([OH:18])=[CH:14][CH:13]=3)[S:20][C:2]=2[CH:7]=[C:6]([OH:8])[CH:5]=1)#[N:28]. The yield is 0.800. (2) The yield is 0.850. The catalyst is C(OCC)(=O)C.[Ag]OC#N. The reactants are II.[Br:3][C:4]1[CH:5]=[C:6]([C:10]([C:12]2[CH:17]=[CH:16][C:15]([O:18][CH:19]([F:21])[F:20])=[C:14]([CH3:22])[CH:13]=2)=[CH2:11])[CH:7]=[CH:8][CH:9]=1.[NH3:23].C([O:27][CH2:28]C)(=O)C.C(#[N:32])C. The product is [Br:3][C:4]1[CH:5]=[C:6]([C:10]2([C:12]3[CH:17]=[CH:16][C:15]([O:18][CH:19]([F:20])[F:21])=[C:14]([CH3:22])[CH:13]=3)[CH2:11][O:27][C:28]([NH2:32])=[N:23]2)[CH:7]=[CH:8][CH:9]=1. (3) No catalyst specified. The product is [Cl:34][C:8]1[C:7]2[C:12](=[C:3]([O:2][CH3:1])[CH:4]=[CH:5][CH:6]=2)[N:11]=[C:10]([C:13]2[CH:18]=[CH:17][CH:16]=[CH:15][C:14]=2[C:19]([F:22])([F:21])[F:20])[N:9]=1. The yield is 0.890. The reactants are [CH3:1][O:2][C:3]1[CH:4]=[CH:5][CH:6]=[C:7]2[C:12]=1[N:11]=[C:10]([C:13]1[CH:18]=[CH:17][CH:16]=[CH:15][C:14]=1[C:19]([F:22])([F:21])[F:20])[NH:9][C:8]2=O.Cl.C(N(CC)CC)C.O=P(Cl)(Cl)[Cl:34].